This data is from NCI-60 drug combinations with 297,098 pairs across 59 cell lines. The task is: Regression. Given two drug SMILES strings and cell line genomic features, predict the synergy score measuring deviation from expected non-interaction effect. (1) Drug 1: COC1=NC(=NC2=C1N=CN2C3C(C(C(O3)CO)O)O)N. Drug 2: CC1C(C(CC(O1)OC2CC(CC3=C2C(=C4C(=C3O)C(=O)C5=CC=CC=C5C4=O)O)(C(=O)C)O)N)O. Cell line: KM12. Synergy scores: CSS=33.8, Synergy_ZIP=1.28, Synergy_Bliss=0.0109, Synergy_Loewe=-9.57, Synergy_HSA=0.473. (2) Drug 1: C1=CN(C(=O)N=C1N)C2C(C(C(O2)CO)O)O.Cl. Drug 2: CC1=C(C=C(C=C1)C(=O)NC2=CC(=CC(=C2)C(F)(F)F)N3C=C(N=C3)C)NC4=NC=CC(=N4)C5=CN=CC=C5. Cell line: ACHN. Synergy scores: CSS=53.6, Synergy_ZIP=1.55, Synergy_Bliss=1.19, Synergy_Loewe=-19.0, Synergy_HSA=0.910. (3) Drug 1: C(=O)(N)NO. Drug 2: CN(CC1=CN=C2C(=N1)C(=NC(=N2)N)N)C3=CC=C(C=C3)C(=O)NC(CCC(=O)O)C(=O)O. Cell line: HCC-2998. Synergy scores: CSS=40.4, Synergy_ZIP=3.82, Synergy_Bliss=3.65, Synergy_Loewe=-9.92, Synergy_HSA=3.27. (4) Drug 1: CCC1(C2=C(COC1=O)C(=O)N3CC4=CC5=C(C=CC(=C5CN(C)C)O)N=C4C3=C2)O.Cl. Drug 2: CC1C(C(CC(O1)OC2CC(CC3=C2C(=C4C(=C3O)C(=O)C5=C(C4=O)C(=CC=C5)OC)O)(C(=O)CO)O)N)O.Cl. Cell line: MDA-MB-231. Synergy scores: CSS=33.6, Synergy_ZIP=-6.13, Synergy_Bliss=-8.98, Synergy_Loewe=-7.57, Synergy_HSA=-6.38. (5) Drug 1: C1=CC(=CC=C1CCCC(=O)O)N(CCCl)CCCl. Drug 2: C1=NNC2=C1C(=O)NC=N2. Cell line: OVCAR-8. Synergy scores: CSS=-1.29, Synergy_ZIP=-8.93, Synergy_Bliss=-8.22, Synergy_Loewe=-15.8, Synergy_HSA=-8.57. (6) Drug 1: CC1=C(C=C(C=C1)NC(=O)C2=CC=C(C=C2)CN3CCN(CC3)C)NC4=NC=CC(=N4)C5=CN=CC=C5. Drug 2: CN1C2=C(C=C(C=C2)N(CCCl)CCCl)N=C1CCCC(=O)O.Cl. Cell line: A549. Synergy scores: CSS=-3.38, Synergy_ZIP=3.20, Synergy_Bliss=2.50, Synergy_Loewe=-1.21, Synergy_HSA=-2.44. (7) Drug 1: C1=NC2=C(N=C(N=C2N1C3C(C(C(O3)CO)O)O)F)N. Drug 2: CCC1=C2CN3C(=CC4=C(C3=O)COC(=O)C4(CC)O)C2=NC5=C1C=C(C=C5)O. Cell line: OVCAR-4. Synergy scores: CSS=-0.486, Synergy_ZIP=-0.210, Synergy_Bliss=1.72, Synergy_Loewe=-0.649, Synergy_HSA=-0.598. (8) Drug 1: CC(CN1CC(=O)NC(=O)C1)N2CC(=O)NC(=O)C2. Drug 2: CC1=C(C(CCC1)(C)C)C=CC(=CC=CC(=CC(=O)O)C)C. Cell line: CAKI-1. Synergy scores: CSS=33.6, Synergy_ZIP=-9.28, Synergy_Bliss=-4.92, Synergy_Loewe=2.60, Synergy_HSA=3.07.